Dataset: Reaction yield outcomes from USPTO patents with 853,638 reactions. Task: Predict the reaction yield, written as a fraction of the theoretical maximum amount of product (1.0 means a 100% yield; for example, 0.34 means a 34% yield). (1) The reactants are [OH:1][C:2]1[CH:21]=[CH:20][CH:19]=[CH:18][C:3]=1[C:4]([NH:6][CH:7]([CH3:17])[CH2:8][NH:9]C(=O)OC(C)(C)C)=[O:5]. The catalyst is Cl.CO. The product is [NH2:9][CH2:8][CH:7]([NH:6][C:4](=[O:5])[C:3]1[CH:18]=[CH:19][CH:20]=[CH:21][C:2]=1[OH:1])[CH3:17]. The yield is 0.960. (2) The reactants are [C:1]1([S:7]([C:10]2[CH:11]=[CH:12][C:13]([CH2:20][CH2:21][CH3:22])=[C:14]([S:16](Cl)(=[O:18])=[O:17])[CH:15]=2)(=[O:9])=[O:8])[CH:6]=[CH:5][CH:4]=[CH:3][CH:2]=1.[N:23]1(CCCN)C=CN=C1. No catalyst specified. The product is [C:1]1([S:7]([C:10]2[CH:11]=[CH:12][C:13]([CH2:20][CH2:21][CH3:22])=[C:14]([S:16]([NH2:23])(=[O:18])=[O:17])[CH:15]=2)(=[O:9])=[O:8])[CH:6]=[CH:5][CH:4]=[CH:3][CH:2]=1. The yield is 0.340.